From a dataset of Peptide-MHC class II binding affinity with 134,281 pairs from IEDB. Regression. Given a peptide amino acid sequence and an MHC pseudo amino acid sequence, predict their binding affinity value. This is MHC class II binding data. (1) The peptide sequence is GNGWMIKETACLSKA. The MHC is DRB3_0301 with pseudo-sequence DRB3_0301. The binding affinity (normalized) is 0.607. (2) The peptide sequence is KKKKLALYLLLALSLAS. The MHC is DRB3_0202 with pseudo-sequence DRB3_0202. The binding affinity (normalized) is 0. (3) The peptide sequence is HCNEMSWIQSIPFVH. The MHC is HLA-DPA10103-DPB10401 with pseudo-sequence HLA-DPA10103-DPB10401. The binding affinity (normalized) is 0.596. (4) The MHC is DRB1_1501 with pseudo-sequence DRB1_1501. The peptide sequence is MLRIMASLVLARKHN. The binding affinity (normalized) is 0.841. (5) The binding affinity (normalized) is 0. The MHC is HLA-DQA10401-DQB10402 with pseudo-sequence HLA-DQA10401-DQB10402. The peptide sequence is KPPFSGMTGCGNTPI. (6) The peptide sequence is YDKFLANVSTVLTGF. The MHC is DRB1_0101 with pseudo-sequence DRB1_0101. The binding affinity (normalized) is 0.852.